From a dataset of Full USPTO retrosynthesis dataset with 1.9M reactions from patents (1976-2016). Predict the reactants needed to synthesize the given product. (1) Given the product [Cl:1][C:2]1[CH:3]=[CH:4][C:5]([CH:8]2[N:14]([C:23]3[CH:24]=[C:25]([CH3:33])[C:26](=[O:40])[N:27]([CH3:29])[CH:28]=3)[C:15](=[O:22])[CH:16]([C:17]([CH:19]3[CH2:20][CH2:21]3)=[O:18])[C:9]2=[O:11])=[CH:6][CH:7]=1, predict the reactants needed to synthesize it. The reactants are: [Cl:1][C:2]1[CH:7]=[CH:6][C:5]([CH:8]([N:14]([C:23]2[CH:24]=[C:25]([CH3:33])[C:26]3[N:27]([C:29](C)=NN=3)[CH:28]=2)[C:15](=[O:22])[CH2:16][C:17]([CH:19]2[CH2:21][CH2:20]2)=[O:18])[C:9]([O:11]CC)=O)=[CH:4][CH:3]=1.[F-].[Cs+].CN(C=[O:40])C. (2) Given the product [Cl:3][C:4]1[C:5]([C:33]2[N:37]3[CH:38]=[CH:39][CH:40]=[C:41]([F:42])[C:36]3=[N:35][CH:34]=2)=[N:6][C:7]([NH:10][C:11]2[CH:16]=[CH:15][C:14]([N:17]3[CH2:22][CH2:21][CH:20]([C:23]([OH:25])=[O:24])[CH2:19][CH2:18]3)=[CH:13][C:12]=2[O:31][CH3:32])=[N:8][CH:9]=1, predict the reactants needed to synthesize it. The reactants are: [OH-].[Na+].[Cl:3][C:4]1[C:5]([C:33]2[N:37]3[CH:38]=[CH:39][CH:40]=[C:41]([F:42])[C:36]3=[N:35][CH:34]=2)=[N:6][C:7]([NH:10][C:11]2[CH:16]=[CH:15][C:14]([N:17]3[CH2:22][CH2:21][CH:20]([C:23]([O:25]C(CCC)C)=[O:24])[CH2:19][CH2:18]3)=[CH:13][C:12]=2[O:31][CH3:32])=[N:8][CH:9]=1. (3) Given the product [CH:18]1([C:13]2=[N:14][NH:15][C:16](=[O:17])/[C:12]/2=[C:4]2\[NH:5][C:6]3[C:11]([C:2]([S:21][C:22]4[CH:23]=[CH:24][C:25]([NH:28][C:29]([CH:31]5[CH2:32][CH2:33]5)=[O:30])=[CH:26][CH:27]=4)=[CH:3]\2)=[CH:10][CH:9]=[CH:8][CH:7]=3)[CH2:20][CH2:19]1, predict the reactants needed to synthesize it. The reactants are: Cl[C:2]1[C:11]2[C:6](=[CH:7][CH:8]=[CH:9][CH:10]=2)[NH:5]/[C:4](=[C:12]2/[C:13]([CH:18]3[CH2:20][CH2:19]3)=[N:14][NH:15][C:16]/2=[O:17])/[CH:3]=1.[SH:21][C:22]1[CH:27]=[CH:26][C:25]([NH:28][C:29]([CH:31]2[CH2:33][CH2:32]2)=[O:30])=[CH:24][CH:23]=1. (4) Given the product [CH3:1][C:2]1([CH3:42])[CH2:7][CH2:6][C:5]([C:8]2[C:13]([NH:14][C:15]([C:17]3[NH:18][CH:19]=[C:20]([C:22]#[N:23])[N:21]=3)=[O:16])=[CH:12][CH:11]=[C:10]([CH:32]3[CH2:33][C:34]([CH3:41])([CH3:40])[O:35][C:36]([CH3:39])([CH3:38])[CH2:37]3)[N:9]=2)=[CH:4][CH2:3]1, predict the reactants needed to synthesize it. The reactants are: [CH3:1][C:2]1([CH3:42])[CH2:7][CH2:6][C:5]([C:8]2[C:13]([NH:14][C:15]([C:17]3[N:18](COCC[Si](C)(C)C)[CH:19]=[C:20]([C:22]#[N:23])[N:21]=3)=[O:16])=[CH:12][CH:11]=[C:10]([CH:32]3[CH2:37][C:36]([CH3:39])([CH3:38])[O:35][C:34]([CH3:41])([CH3:40])[CH2:33]3)[N:9]=2)=[CH:4][CH2:3]1. (5) The reactants are: [Cl:1][C:2]1[S:6][C:5]([C:7]([NH:9][C@@H:10]([CH2:23][C:24]2[CH:29]=[CH:28][CH:27]=[CH:26][C:25]=2[C:30]([F:33])([F:32])[F:31])[CH2:11][N:12]2C(=O)C3C(=CC=CC=3)C2=O)=[O:8])=[CH:4][C:3]=1[C:34]1[N:38]([CH2:39][CH3:40])[N:37]=[CH:36][CH:35]=1.NN.[CH3:43][OH:44].C1C[O:48]CC1. Given the product [C:43]([OH:48])([C:30]([F:33])([F:32])[F:31])=[O:44].[NH2:12][CH2:11][C@@H:10]([NH:9][C:7]([C:5]1[S:6][C:2]([Cl:1])=[C:3]([C:34]2[N:38]([CH2:39][CH3:40])[N:37]=[CH:36][CH:35]=2)[CH:4]=1)=[O:8])[CH2:23][C:24]1[CH:29]=[CH:28][CH:27]=[CH:26][C:25]=1[C:30]([F:33])([F:32])[F:31], predict the reactants needed to synthesize it. (6) Given the product [F:23][C:17]1[C:18]([F:22])=[CH:19][CH:20]=[CH:21][C:16]=1[N:15]1[C:11]([S:8]([C:5]2[CH:6]=[N:7][CH:2]=[CH:3][CH:4]=2)(=[O:9])=[O:10])=[CH:12][C:13]([CH2:24][N:25]([CH3:33])[C:26](=[O:32])[O:27][C:28]([CH3:29])([CH3:30])[CH3:31])=[N:14]1, predict the reactants needed to synthesize it. The reactants are: Cl[C:2]1[N:7]=[CH:6][C:5]([S:8]([C:11]2[N:15]([C:16]3[CH:21]=[CH:20][CH:19]=[C:18]([F:22])[C:17]=3[F:23])[N:14]=[C:13]([CH2:24][N:25]([CH3:33])[C:26](=[O:32])[O:27][C:28]([CH3:31])([CH3:30])[CH3:29])[CH:12]=2)(=[O:10])=[O:9])=[CH:4][CH:3]=1.C(N(CC)CC)C.C(O)C. (7) Given the product [OH:33][CH:34]1[CH2:39][CH2:38][CH2:37][N:36]([C:15](=[O:17])[CH2:14][NH:13][C:11]([C:9]2[CH:8]=[CH:7][C:6]3[N:2]([CH3:1])[C:3]([NH:18][C:19]4[S:20][C:21]5[CH:27]=[C:26]([O:28][C:29]([F:31])([F:30])[F:32])[CH:25]=[CH:24][C:22]=5[N:23]=4)=[N:4][C:5]=3[CH:10]=2)=[O:12])[CH2:35]1, predict the reactants needed to synthesize it. The reactants are: [CH3:1][N:2]1[C:6]2[CH:7]=[CH:8][C:9]([C:11]([NH:13][CH2:14][C:15]([OH:17])=O)=[O:12])=[CH:10][C:5]=2[N:4]=[C:3]1[NH:18][C:19]1[S:20][C:21]2[CH:27]=[C:26]([O:28][C:29]([F:32])([F:31])[F:30])[CH:25]=[CH:24][C:22]=2[N:23]=1.[OH:33][CH:34]1[CH2:39][CH2:38][CH2:37][NH:36][CH2:35]1.CN(C(ON1N=NC2C=CC=CC1=2)=[N+](C)C)C.F[P-](F)(F)(F)(F)F.CCN(C(C)C)C(C)C. (8) Given the product [C:14]([C:3]1([NH:2][C:29]([C@@H:28]([NH:27][C:25]([C:22]2[CH:23]=[CH:24][C:19]([C:18]3[CH:41]=[CH:42][CH:43]=[CH:44][C:17]=3[Cl:16])=[CH:20][CH:21]=2)=[O:26])[CH2:32][C:33]2[C:38]([F:39])=[CH:37][CH:36]=[CH:35][C:34]=2[F:40])=[O:30])[CH2:4][CH2:5][N:6]([CH2:9][C:10]([F:11])([F:12])[F:13])[CH2:7][CH2:8]1)#[N:15], predict the reactants needed to synthesize it. The reactants are: Cl.[NH2:2][C:3]1([C:14]#[N:15])[CH2:8][CH2:7][N:6]([CH2:9][C:10]([F:13])([F:12])[F:11])[CH2:5][CH2:4]1.[Cl:16][C:17]1[CH:44]=[CH:43][CH:42]=[CH:41][C:18]=1[C:19]1[CH:24]=[CH:23][C:22]([C:25]([NH:27][C@@H:28]([CH2:32][C:33]2[C:38]([F:39])=[CH:37][CH:36]=[CH:35][C:34]=2[F:40])[C:29](O)=[O:30])=[O:26])=[CH:21][CH:20]=1. (9) Given the product [ClH:35].[F:1][C@H:2]1[CH2:6][CH2:5][NH:4][C@@H:3]1[C:14]([NH:15][CH2:16][C:17]1[CH:22]=[C:21]([C:23]2[CH:28]=[CH:27][C:26]([C:29]([F:31])([F:32])[F:30])=[C:25]([F:33])[CH:24]=2)[N:20]=[CH:19][N:18]=1)=[O:34], predict the reactants needed to synthesize it. The reactants are: [F:1][C@H:2]1[CH2:6][CH2:5][N:4](C(OC(C)(C)C)=O)[C@@H:3]1[C:14](=[O:34])[NH:15][CH2:16][C:17]1[CH:22]=[C:21]([C:23]2[CH:28]=[CH:27][C:26]([C:29]([F:32])([F:31])[F:30])=[C:25]([F:33])[CH:24]=2)[N:20]=[CH:19][N:18]=1.[ClH:35]. (10) Given the product [Cl:1][C:2]1[CH:3]=[CH:4][C:5]([O:12][CH2:13][C:14]([N:16]2[CH2:21][C@H:20]([CH3:22])[N:19]([CH2:23][C:24]3[CH:25]=[CH:26][C:27]([F:30])=[CH:28][CH:29]=3)[CH2:18][C@H:17]2[CH3:31])=[O:15])=[C:6]([S:8]([NH:11][C:34](=[O:35])[C:33]([CH3:38])([CH3:37])[CH3:32])(=[O:9])=[O:10])[CH:7]=1, predict the reactants needed to synthesize it. The reactants are: [Cl:1][C:2]1[CH:3]=[CH:4][C:5]([O:12][CH2:13][C:14]([N:16]2[CH2:21][C@H:20]([CH3:22])[N:19]([CH2:23][C:24]3[CH:29]=[CH:28][C:27]([F:30])=[CH:26][CH:25]=3)[CH2:18][C@H:17]2[CH3:31])=[O:15])=[C:6]([S:8]([NH2:11])(=[O:10])=[O:9])[CH:7]=1.[CH3:32][C:33]([CH3:38])([CH3:37])[C:34](Cl)=[O:35].